Dataset: Full USPTO retrosynthesis dataset with 1.9M reactions from patents (1976-2016). Task: Predict the reactants needed to synthesize the given product. (1) The reactants are: [NH2:1][C:2]1[C:3]([C:9]([O:11][CH3:12])=[O:10])=[N:4][C:5](Br)=[CH:6][CH:7]=1.[Br-].[CH:14]1([Zn+])[CH2:19][CH2:18][CH2:17][CH2:16][CH2:15]1.C1COCC1. Given the product [NH2:1][C:2]1[C:3]([C:9]([O:11][CH3:12])=[O:10])=[N:4][C:5]([CH:14]2[CH2:19][CH2:18][CH2:17][CH2:16][CH2:15]2)=[CH:6][CH:7]=1, predict the reactants needed to synthesize it. (2) Given the product [NH2:1][C:2]1[CH:15]=[CH:14][C:5]([O:6][C:7]2[CH:12]=[CH:11][N:10]=[C:9]([NH:13][C:25]([NH:43][CH2:42][CH2:41][CH2:40][N:34]3[CH2:39][CH2:38][O:37][CH2:36][CH2:35]3)=[O:26])[CH:8]=2)=[CH:4][C:3]=1[Cl:16], predict the reactants needed to synthesize it. The reactants are: [NH2:1][C:2]1[CH:15]=[CH:14][C:5]([O:6][C:7]2[CH:12]=[CH:11][N:10]=[C:9]([NH2:13])[CH:8]=2)=[CH:4][C:3]=1[Cl:16].C(N(CC)CC)C.Cl[C:25](OC1C=CC=CC=1)=[O:26].[N:34]1([CH2:40][CH2:41][CH2:42][NH2:43])[CH2:39][CH2:38][O:37][CH2:36][CH2:35]1. (3) Given the product [NH2:2][C:1](=[O:22])[C:3]([NH:6][C:7](=[O:16])[O:8][CH2:9][C:10]1[CH:15]=[CH:14][CH:13]=[CH:12][CH:11]=1)([CH3:5])[CH3:4], predict the reactants needed to synthesize it. The reactants are: [C:1]([C:3]([NH:6][C:7](=[O:16])[O:8][CH2:9][C:10]1[CH:15]=[CH:14][CH:13]=[CH:12][CH:11]=1)([CH3:5])[CH3:4])#[N:2].OO.O[Li].O.[O-:22]S([O-])=O.[Na+].[Na+].C(O)(=O)CC(CC(O)=O)(C(O)=O)O. (4) Given the product [CH2:13]([O:12][C:10]1[N:11]=[C:6]2[CH:5]=[CH:4][N:3]=[C:2]([Cl:1])[C:7]2=[N:8][CH:9]=1)[C:14]#[C:20][CH3:25], predict the reactants needed to synthesize it. The reactants are: [Cl:1][C:2]1[C:7]2=[N:8][CH:9]=[C:10]([O:12][CH2:13][C:14]3OC=CN=3)[N:11]=[C:6]2[CH:5]=[CH:4][N:3]=1.Cl[C:20]1N=C2C=CN=C(Cl)C2=N[CH:25]=1.CC(O)C#CC. (5) Given the product [CH3:49][N:50]([CH3:56])[C@@H:51]1[CH2:55][CH2:54][N:53]([C:10]([NH:9][C:19]2[CH:24]=[C:23]([O:25][C:26]3[CH:31]=[CH:30][C:29]([NH:32][C:33]([C:35]4([C:38]([NH:39][C:40]5[CH:41]=[CH:42][C:43]([F:46])=[CH:44][CH:45]=5)=[O:47])[CH2:37][CH2:36]4)=[O:34])=[CH:28][CH:27]=3)[CH:22]=[CH:21][N:20]=2)=[O:11])[CH2:52]1, predict the reactants needed to synthesize it. The reactants are: C1(OC(=O)[N:9]([C:19]2[CH:24]=[C:23]([O:25][C:26]3[CH:31]=[CH:30][C:29]([NH:32][C:33]([C:35]4([C:38](=[O:47])[NH:39][C:40]5[CH:45]=[CH:44][C:43]([F:46])=[CH:42][CH:41]=5)[CH2:37][CH2:36]4)=[O:34])=[CH:28][CH:27]=3)[CH:22]=[CH:21][N:20]=2)[C:10](OC2C=CC=CC=2)=[O:11])C=CC=CC=1.[CH3:49][N:50]([CH3:56])[C@@H:51]1[CH2:55][CH2:54][NH:53][CH2:52]1. (6) Given the product [F:35][C:34]([F:37])([F:36])[S:31]([O:13][C:12]1[CH:11]=[C:10]2[C:5]([CH2:6][CH2:7][N:8]3[CH:16]=[N:15][CH:14]=[C:9]32)=[CH:4][C:3]=1[O:2][CH3:1])(=[O:33])=[O:32], predict the reactants needed to synthesize it. The reactants are: [CH3:1][O:2][C:3]1[CH:4]=[C:5]2[C:10](=[CH:11][C:12]=1[OH:13])[C:9]1=[CH:14][N:15]=[CH:16][N:8]1[CH2:7][CH2:6]2.C(N(CC)CC)C.C1C=CC(N([S:31]([C:34]([F:37])([F:36])[F:35])(=[O:33])=[O:32])[S:31]([C:34]([F:37])([F:36])[F:35])(=[O:33])=[O:32])=CC=1.